From a dataset of Forward reaction prediction with 1.9M reactions from USPTO patents (1976-2016). Predict the product of the given reaction. (1) Given the reactants [O:1]=[C:2]1[C:11]2[C:6](=[CH:7][C:8]([C:12]([OH:14])=O)=[CH:9][CH:10]=2)[N:5]=[CH:4][NH:3]1.C(N1C=CN=C1)(N1C=CN=C1)=O.[C:27]([O:31][C:32](=[O:36])[C@H:33]([CH3:35])[NH2:34])([CH3:30])([CH3:29])[CH3:28], predict the reaction product. The product is: [O:1]=[C:2]1[C:11]2[C:6](=[CH:7][C:8]([C:12]([NH:34][C@@H:33]([CH3:35])[C:32]([O:31][C:27]([CH3:30])([CH3:29])[CH3:28])=[O:36])=[O:14])=[CH:9][CH:10]=2)[N:5]=[CH:4][NH:3]1. (2) Given the reactants [CH3:1][O:2][C:3](=[O:18])[C:4]1[CH:9]=[CH:8][C:7]([NH:10][C:11](=O)[C:12](F)(F)F)=[C:6](I)[CH:5]=1.C(N(CC)CC)C.CN([CH:29]=[O:30])C, predict the reaction product. The product is: [CH3:1][O:2][C:3]([C:4]1[CH:9]=[C:8]2[C:7](=[CH:6][CH:5]=1)[NH:10][C:11]([CH2:29][OH:30])=[CH:12]2)=[O:18]. (3) Given the reactants [CH3:1][C:2]([Si:5](Cl)([CH3:7])[CH3:6])([CH3:4])[CH3:3].[CH:9]1[C:18]2[C:13](=[CH:14][CH:15]=[C:16]([OH:19])[CH:17]=2)[CH:12]=[CH:11][C:10]=1[OH:20].N1C=CN=C1.O, predict the reaction product. The product is: [Si:5]([O:19][C:16]1[CH:17]=[C:18]2[C:13]([CH:12]=[CH:11][C:10]([OH:20])=[CH:9]2)=[CH:14][CH:15]=1)([C:2]([CH3:4])([CH3:3])[CH3:1])([CH3:7])[CH3:6]. (4) Given the reactants [Cl:1][C:2]1[CH:3]=[CH:4][C:5]([O:23][CH2:24][CH2:25][C:26]2[C:31]([F:32])=[CH:30][CH:29]=[CH:28][C:27]=2[F:33])=[C:6]([CH:22]=1)[C:7]([NH:9][C@H:10]([C:12]1[CH:21]=[CH:20][C:15]([C:16]([O:18]C)=[O:17])=[CH:14][CH:13]=1)[CH3:11])=[O:8].[OH-].[Na+], predict the reaction product. The product is: [Cl:1][C:2]1[CH:3]=[CH:4][C:5]([O:23][CH2:24][CH2:25][C:26]2[C:31]([F:32])=[CH:30][CH:29]=[CH:28][C:27]=2[F:33])=[C:6]([CH:22]=1)[C:7]([NH:9][C@H:10]([C:12]1[CH:13]=[CH:14][C:15]([C:16]([OH:18])=[O:17])=[CH:20][CH:21]=1)[CH3:11])=[O:8]. (5) Given the reactants CC(OC(/N=N/C(OC(C)C)=O)=O)C.[Cl:15][C:16]1[C:23]([N+:24]([O-:26])=[O:25])=[CH:22][C:19]([C:20]#[N:21])=[CH:18][C:17]=1[OH:27].[CH3:28][C:29]1([N:33]2[CH2:38][CH2:37][CH:36](O)[CH2:35][CH2:34]2)[CH2:32][O:31][CH2:30]1.C1C=CC(P(C2C=CC=CC=2)C2C=CC=CC=2)=CC=1, predict the reaction product. The product is: [Cl:15][C:16]1[C:23]([N+:24]([O-:26])=[O:25])=[CH:22][C:19]([C:20]#[N:21])=[CH:18][C:17]=1[O:27][CH:36]1[CH2:35][CH2:34][N:33]([C:29]2([CH3:28])[CH2:30][O:31][CH2:32]2)[CH2:38][CH2:37]1.